From a dataset of Forward reaction prediction with 1.9M reactions from USPTO patents (1976-2016). Predict the product of the given reaction. Given the reactants [CH2:1]([O:3][C:4]([C:6]1[CH:10]=[C:9]([C:11]([O:13][CH2:14][CH3:15])=[O:12])[NH:8][N:7]=1)=[O:5])[CH3:2].[H-].[Na+].Br[CH2:19][C:20]([NH:22][C:23]1[CH:28]=[CH:27][C:26]([Cl:29])=[CH:25][N:24]=1)=[O:21], predict the reaction product. The product is: [CH2:14]([O:13][C:11]([C:9]1[CH:10]=[C:6]([C:4]([O:3][CH2:1][CH3:2])=[O:5])[N:7]([CH2:19][C:20](=[O:21])[NH:22][C:23]2[CH:28]=[CH:27][C:26]([Cl:29])=[CH:25][N:24]=2)[N:8]=1)=[O:12])[CH3:15].